This data is from Reaction yield outcomes from USPTO patents with 853,638 reactions. The task is: Predict the reaction yield, written as a fraction of the theoretical maximum amount of product (1.0 means a 100% yield; for example, 0.34 means a 34% yield). The reactants are [Br:1][C:2]1[CH:24]=[CH:23][C:5]2[O:6][CH2:7][C:8]3[CH:22]=[CH:21][CH:20]=[CH:19][C:9]=3[C:10]([CH:12]3[CH2:17][CH2:16][N:15]([CH3:18])[CH2:14][CH2:13]3)(O)[C:4]=2[CH:3]=1. The yield is 0.730. The product is [Br:1][C:2]1[CH:24]=[CH:23][C:5]2[O:6][CH2:7][C:8]3[CH:22]=[CH:21][CH:20]=[CH:19][C:9]=3[C:10](=[C:12]3[CH2:17][CH2:16][N:15]([CH3:18])[CH2:14][CH2:13]3)[C:4]=2[CH:3]=1. The catalyst is C(O)(C(F)(F)F)=O.